Dataset: Reaction yield outcomes from USPTO patents with 853,638 reactions. Task: Predict the reaction yield, written as a fraction of the theoretical maximum amount of product (1.0 means a 100% yield; for example, 0.34 means a 34% yield). (1) The reactants are [CH:1]([C:4]1[CH:8]=[C:7]([C:9]([O:11][CH2:12][CH3:13])=[O:10])[NH:6][N:5]=1)([CH3:3])[CH3:2].[Cl:14][C:15]1[CH:22]=[C:21]([Cl:23])[CH:20]=[CH:19][C:16]=1[CH2:17]Cl.C(=O)([O-])[O-].[K+].[K+].CN(C)C=O. The catalyst is O. The product is [Cl:14][C:15]1[CH:22]=[C:21]([Cl:23])[CH:20]=[CH:19][C:16]=1[CH2:17][N:6]1[C:7]([C:9]([O:11][CH2:12][CH3:13])=[O:10])=[CH:8][C:4]([CH:1]([CH3:3])[CH3:2])=[N:5]1. The yield is 0.560. (2) The reactants are Br[C:2]1[CH:3]=[CH:4][C:5]2[NH:6][C:7]3[C:12]([C:13]=2[CH:14]=1)=[CH:11][CH:10]=[CH:9][CH:8]=3.[CH:15]1[C:27]2[N:26]([C:28]3[CH:33]=[CH:32][C:31](B(O)O)=[CH:30][CH:29]=3)[C:25]3[C:20](=[CH:21][CH:22]=[CH:23][CH:24]=3)[C:19]=2[CH:18]=[CH:17][CH:16]=1.C(=O)([O-])[O-].[K+].[K+]. The catalyst is C([O-])(=O)C.[Pd+2].C([O-])(=O)C.C1(C)C=CC=CC=1P(C1C=CC=CC=1C)C1C=CC=CC=1C. The product is [CH:15]1[C:27]2[N:26]([C:28]3[CH:33]=[CH:32][C:31]([C:2]4[CH:3]=[CH:4][C:5]5[NH:6][C:7]6[C:12]([C:13]=5[CH:14]=4)=[CH:11][CH:10]=[CH:9][CH:8]=6)=[CH:30][CH:29]=3)[C:25]3[C:20](=[CH:21][CH:22]=[CH:23][CH:24]=3)[C:19]=2[CH:18]=[CH:17][CH:16]=1. The yield is 0.650. (3) The reactants are [CH:1]([N:4]1[CH2:9][CH2:8][N:7]([C:10]([C@H:12]2[CH2:17][CH2:16][C@H:15]([O:18][C:19]3[CH:28]=[CH:27][C:22]([C:23]([NH:25][NH2:26])=[O:24])=[CH:21][CH:20]=3)[CH2:14][CH2:13]2)=[O:11])[CH2:6][CH2:5]1)([CH3:3])[CH3:2].[C:29](O)(=O)[C:30]([CH3:33])([CH3:32])[CH3:31].P(Cl)(Cl)(Cl)=O.[OH-].[Na+]. No catalyst specified. The product is [C:30]([C:33]1[O:24][C:23]([C:22]2[CH:21]=[CH:20][C:19]([O:18][C@H:15]3[CH2:16][CH2:17][C@H:12]([C:10]([N:7]4[CH2:8][CH2:9][N:4]([CH:1]([CH3:3])[CH3:2])[CH2:5][CH2:6]4)=[O:11])[CH2:13][CH2:14]3)=[CH:28][CH:27]=2)=[N:25][N:26]=1)([CH3:32])([CH3:31])[CH3:29]. The yield is 0.360. (4) The product is [CH2:30]([O:29][CH2:28][CH2:27][N:26]1[C:25]2[CH:32]=[CH:33][CH:34]=[CH:35][C:24]=2[N:23]=[C:22]1[CH:19]1[CH2:20][CH2:21][N:16]([CH2:15][CH2:14][C:11]2[CH:10]=[CH:9][C:8]([C:5]([CH3:6])([CH3:7])[C:4]([OH:36])=[O:3])=[CH:13][CH:12]=2)[CH2:17][CH2:18]1)[CH3:31]. The catalyst is C(O)CCC.C(OC(=O)C)C.C(O)(=O)C. The reactants are C([O:3][C:4](=[O:36])[C:5]([C:8]1[CH:13]=[CH:12][C:11]([CH2:14][CH2:15][N:16]2[CH2:21][CH2:20][CH:19]([C:22]3[N:26]([CH2:27][CH2:28][O:29][CH2:30][CH3:31])[C:25]4[CH:32]=[CH:33][CH:34]=[CH:35][C:24]=4[N:23]=3)[CH2:18][CH2:17]2)=[CH:10][CH:9]=1)([CH3:7])[CH3:6])C.[OH-].[Na+].C(O)C.O. The yield is 0.850. (5) The reactants are [CH3:1][O:2][C:3]1[C:4]([N+:10]([O-:12])=[O:11])=[C:5](N)[CH:6]=[CH:7][CH:8]=1.N([O-])=O.[Na+].C([O-])(O)=O.[Na+].[BrH:22]. The catalyst is O. The product is [Br:22][C:5]1[CH:6]=[CH:7][CH:8]=[C:3]([O:2][CH3:1])[C:4]=1[N+:10]([O-:12])=[O:11]. The yield is 0.970.